From a dataset of NCI-60 drug combinations with 297,098 pairs across 59 cell lines. Regression. Given two drug SMILES strings and cell line genomic features, predict the synergy score measuring deviation from expected non-interaction effect. Drug 1: CC1C(C(=O)NC(C(=O)N2CCCC2C(=O)N(CC(=O)N(C(C(=O)O1)C(C)C)C)C)C(C)C)NC(=O)C3=C4C(=C(C=C3)C)OC5=C(C(=O)C(=C(C5=N4)C(=O)NC6C(OC(=O)C(N(C(=O)CN(C(=O)C7CCCN7C(=O)C(NC6=O)C(C)C)C)C)C(C)C)C)N)C. Drug 2: C1CNP(=O)(OC1)N(CCCl)CCCl. Cell line: HOP-62. Synergy scores: CSS=7.98, Synergy_ZIP=5.15, Synergy_Bliss=5.30, Synergy_Loewe=-11.1, Synergy_HSA=-3.37.